From a dataset of hERG potassium channel inhibition data for cardiac toxicity prediction from Karim et al.. Regression/Classification. Given a drug SMILES string, predict its toxicity properties. Task type varies by dataset: regression for continuous values (e.g., LD50, hERG inhibition percentage) or binary classification for toxic/non-toxic outcomes (e.g., AMES mutagenicity, cardiotoxicity, hepatotoxicity). Dataset: herg_karim. (1) The compound is CN(CCOc1ccc(-n2ccc(OCc3ccccc3)cc2=O)cc1)Cc1ccccc1. The result is 1 (blocker). (2) The compound is CCC(=O)O[C@](Cc1ccccc1)(c1ccccc1)[C@H](C)CN(C)C. The result is 1 (blocker). (3) The compound is CC1(C)OC(=O)N([C@H]2CC[C@H](c3cnc(N)c(-c4ncccn4)c3)CC2)[C@H]1c1ccccc1. The result is 0 (non-blocker). (4) The molecule is O=C(O)[C@H](Cc1ccc(F)cc1)N1CCC(CN2CCC(Oc3ccc(Cl)c(Cl)c3)CC2)CC1. The result is 1 (blocker). (5) The compound is COc1ccc(-c2csc(N)c2C(=O)OC(C)C)cc1OC. The result is 0 (non-blocker). (6) The drug is COc1ccc2ncc(F)c([C@@H](O)[C@H](O)C34CCC(NCc5ccc6c(n5)NC(=O)CO6)(CC3)CO4)c2n1. The result is 0 (non-blocker). (7) The drug is CC(C)c1cc(C#N)cc2nc(-c3ccc(C(=O)NCC4CCC(c5ccc(C(F)(F)F)cc5)CC4)cc3)oc12. The result is 0 (non-blocker).